Dataset: Forward reaction prediction with 1.9M reactions from USPTO patents (1976-2016). Task: Predict the product of the given reaction. (1) Given the reactants [CH3:1][O:2][C:3]1[CH:8]=[CH:7][C:6]([C:9]2[CH:14]=[CH:13][C:12]([C:15]([NH:17][C@H:18]([C:27]([O:29][CH3:30])=[O:28])[CH2:19][C:20]([O:22]C(C)(C)C)=[O:21])=[O:16])=[C:11]([NH:31][C:32]([NH:34][C:35]3[C:40]([CH3:41])=[CH:39][C:38]([CH3:42])=[CH:37][C:36]=3[CH3:43])=[O:33])[CH:10]=2)=[CH:5][CH:4]=1.C(O)(C(F)(F)F)=O, predict the reaction product. The product is: [CH3:30][O:29][C:27](=[O:28])[C@@H:18]([NH:17][C:15]([C:12]1[CH:13]=[CH:14][C:9]([C:6]2[CH:5]=[CH:4][C:3]([O:2][CH3:1])=[CH:8][CH:7]=2)=[CH:10][C:11]=1[NH:31][C:32]([NH:34][C:35]1[C:36]([CH3:43])=[CH:37][C:38]([CH3:42])=[CH:39][C:40]=1[CH3:41])=[O:33])=[O:16])[CH2:19][C:20]([OH:22])=[O:21]. (2) Given the reactants [C:1]1([N:7]2[CH:11]=[N:10][NH:9][C:8]2=[O:12])[CH:6]=[CH:5][CH:4]=[CH:3][CH:2]=1.[Br:13][CH2:14][CH2:15][CH2:16]Br.[H-].[Na+].O, predict the reaction product. The product is: [Br:13][CH2:14][CH2:15][CH2:16][N:9]1[C:8](=[O:12])[N:7]([C:1]2[CH:2]=[CH:3][CH:4]=[CH:5][CH:6]=2)[CH:11]=[N:10]1.